From a dataset of Full USPTO retrosynthesis dataset with 1.9M reactions from patents (1976-2016). Predict the reactants needed to synthesize the given product. (1) Given the product [N:31]1[CH:30]=[CH:35][CH:34]=[CH:33][C:32]=1[C:36]1[N:37]=[C:38]([C:10]2[S:9][CH:8]=[C:7]([C:1]3[CH:6]=[CH:5][CH:4]=[CH:3][CH:2]=3)[C:11]=2[C:12]2[CH:13]=[CH:14][CH:15]=[CH:16][CH:17]=2)[CH:39]=[CH:40][CH:41]=1, predict the reactants needed to synthesize it. The reactants are: [C:1]1([C:7]2[C:11]([C:12]3[CH:17]=[CH:16][CH:15]=[CH:14][CH:13]=3)=[CH:10][S:9][CH:8]=2)[CH:6]=[CH:5][CH:4]=[CH:3][CH:2]=1.C([Li])CCC.CCCCCC.Br[C:30]1[CH:35]=[CH:34][CH:33]=[C:32]([C:36]2[CH:41]=[CH:40][CH:39]=[CH:38][N:37]=2)[N:31]=1. (2) Given the product [CH2:1]([NH:3][C:4](=[O:20])[C:5]1[CH:10]=[C:9]([NH:11][S:28]([C:25]2[CH:26]=[CH:27][C:22]([I:21])=[CH:23][CH:24]=2)(=[O:30])=[O:29])[CH:8]=[CH:7][C:6]=1[O:12][C:13]1[CH:14]=[C:15]([Cl:19])[CH:16]=[N:17][CH:18]=1)[CH3:2], predict the reactants needed to synthesize it. The reactants are: [CH2:1]([NH:3][C:4](=[O:20])[C:5]1[CH:10]=[C:9]([NH2:11])[CH:8]=[CH:7][C:6]=1[O:12][C:13]1[CH:14]=[C:15]([Cl:19])[CH:16]=[N:17][CH:18]=1)[CH3:2].[I:21][C:22]1[CH:27]=[CH:26][C:25]([S:28](Cl)(=[O:30])=[O:29])=[CH:24][CH:23]=1.N1C=CC=CC=1.C. (3) Given the product [C:1]([C:2]1[CH:3]=[N:4][CH:5]=[CH:6][CH:7]=1)(=[O:9])[CH3:15], predict the reactants needed to synthesize it. The reactants are: [C:1]([O:9]CCCC)(=O)[C:2]1[CH:7]=[CH:6][CH:5]=[N:4][CH:3]=1.O.[C:15](O)(=O)C. (4) Given the product [CH3:16][O:15][CH2:14][CH2:13][CH2:12][CH2:11][CH2:10][CH2:9][N:1]1[CH2:6][CH2:5][C:4](=[O:7])[CH2:3][CH2:2]1, predict the reactants needed to synthesize it. The reactants are: [NH:1]1[CH2:6][CH2:5][C:4](=[O:7])[CH2:3][CH2:2]1.Cl[CH2:9][CH2:10][CH2:11][CH2:12][CH2:13][CH2:14][O:15][CH3:16].